Dataset: Peptide-MHC class I binding affinity with 185,985 pairs from IEDB/IMGT. Task: Regression. Given a peptide amino acid sequence and an MHC pseudo amino acid sequence, predict their binding affinity value. This is MHC class I binding data. (1) The peptide sequence is LPVEYLQVP. The MHC is HLA-B18:01 with pseudo-sequence HLA-B18:01. The binding affinity (normalized) is 0. (2) The peptide sequence is TMTLWYMWQV. The MHC is HLA-A02:01 with pseudo-sequence HLA-A02:01. The binding affinity (normalized) is 0.689. (3) The peptide sequence is YVFPVIFSK. The MHC is HLA-B14:02 with pseudo-sequence HLA-B14:02. The binding affinity (normalized) is 0.118.